This data is from Catalyst prediction with 721,799 reactions and 888 catalyst types from USPTO. The task is: Predict which catalyst facilitates the given reaction. (1) The catalyst class is: 27. Reactant: FC(F)(F)C(O)=O.C(OC(O[CH:16]([C:24]1[CH:29]=[C:28]([F:30])[CH:27]=[CH:26][C:25]=1[F:31])[C:17]1[N:18]([CH3:23])[C:19]([Cl:22])=[CH:20][N:21]=1)=O)(C)(C)C.[Cl:32][C:33]1[CH:38]=[CH:37][C:36]([SH:39])=[CH:35][CH:34]=1.C(=O)([O-])[O-].[K+].[K+]. Product: [Cl:32][C:33]1[CH:38]=[CH:37][C:36]([S:39][CH:16]([C:24]2[CH:29]=[C:28]([F:30])[CH:27]=[CH:26][C:25]=2[F:31])[C:17]2[N:18]([CH3:23])[C:19]([Cl:22])=[CH:20][N:21]=2)=[CH:35][CH:34]=1. (2) Product: [Cl:1][C:2]1[N:7]=[C:6]([CH2:8][Cl:23])[C:5]([O:10][C:11]2[CH:12]=[N:13][C:14]([S:17]([CH3:20])(=[O:19])=[O:18])=[CH:15][CH:16]=2)=[CH:4][CH:3]=1. Reactant: [Cl:1][C:2]1[N:7]=[C:6]([CH2:8]O)[C:5]([O:10][C:11]2[CH:12]=[N:13][C:14]([S:17]([CH3:20])(=[O:19])=[O:18])=[CH:15][CH:16]=2)=[CH:4][CH:3]=1.S(Cl)([Cl:23])=O. The catalyst class is: 4. (3) The catalyst class is: 4. Product: [OH:33][C:2]([CH3:1])([CH2:6][O:7][C:8]1[CH:9]=[CH:10][C:11]([N:14]2[CH2:15][CH2:16][CH:17]([CH2:20][CH2:21][C:22]3[CH:23]=[CH:24][C:25]([O:28][C:29]([F:32])([F:30])[F:31])=[CH:26][CH:27]=3)[CH2:18][CH2:19]2)=[CH:12][CH:13]=1)[CH2:3][CH2:4][O:5][S:47]([C:44]1[CH:45]=[CH:46][C:41]([CH3:51])=[CH:42][CH:43]=1)(=[O:49])=[O:48]. Reactant: [CH3:1][C:2]([OH:33])([CH2:6][O:7][C:8]1[CH:13]=[CH:12][C:11]([N:14]2[CH2:19][CH2:18][CH:17]([CH2:20][CH2:21][C:22]3[CH:27]=[CH:26][C:25]([O:28][C:29]([F:32])([F:31])[F:30])=[CH:24][CH:23]=3)[CH2:16][CH2:15]2)=[CH:10][CH:9]=1)[CH2:3][CH2:4][OH:5].C(N(CC)CC)C.[C:41]1([CH3:51])[CH:46]=[CH:45][C:44]([S:47](Cl)(=[O:49])=[O:48])=[CH:43][CH:42]=1. (4) Reactant: [C:1]1([C:7]2[C:8]3[N:9]([N:14]=[C:15]([NH2:17])[N:16]=3)[CH:10]=[C:11]([CH3:13])[CH:12]=2)[CH2:6][CH2:5][CH2:4][CH2:3][CH:2]=1.[CH3:18][C:19]1[N:24]=[CH:23][N:22]=[C:21]([N:25]2[CH2:30][CH2:29][C:28](=O)[CH2:27][CH2:26]2)[CH:20]=1.C(Cl)Cl. Product: [C:1]1([C:7]2[C:8]3[N:9]([N:14]=[C:15]([NH:17][CH:28]4[CH2:29][CH2:30][N:25]([C:21]5[CH:20]=[C:19]([CH3:18])[N:24]=[CH:23][N:22]=5)[CH2:26][CH2:27]4)[N:16]=3)[CH:10]=[C:11]([CH3:13])[CH:12]=2)[CH2:6][CH2:5][CH2:4][CH2:3][CH:2]=1. The catalyst class is: 61. (5) Reactant: [Cl:1][C:2]1[C:16]([Cl:17])=[CH:15][C:5]2[NH:6][C:7]([C:9](=[O:14])[C:10]([F:13])([F:12])[F:11])=[N:8][C:4]=2[CH:3]=1.[C:18]1([Mg]Br)[CH:23]=[CH:22][CH:21]=[CH:20][CH:19]=1. Product: [Cl:17][C:16]1[C:2]([Cl:1])=[CH:3][C:4]2[NH:8][C:7]([C:9]([C:18]3[CH:23]=[CH:22][CH:21]=[CH:20][CH:19]=3)([OH:14])[C:10]([F:13])([F:11])[F:12])=[N:6][C:5]=2[CH:15]=1. The catalyst class is: 76. (6) Reactant: [Br:1][C:2]1[CH:7]=[CH:6][C:5]([CH2:8][CH2:9][C:10](O)=[O:11])=[CH:4][CH:3]=1.[H-].[Al+3].[Li+].[H-].[H-].[H-].C(=O)([O-])O.[Na+]. Product: [Br:1][C:2]1[CH:3]=[CH:4][C:5]([CH2:8][CH2:9][CH2:10][OH:11])=[CH:6][CH:7]=1. The catalyst class is: 7. (7) Reactant: CN(C(ON1N=NC2C=CC=NC1=2)=[N+](C)C)C.F[P-](F)(F)(F)(F)F.[CH3:25][O:26][C@:27]1([C:36]2[CH:45]=[CH:44][C:43]3[C:38](=[CH:39][C:40]([CH:48]=[CH2:49])=[C:41]([O:46][CH3:47])[CH:42]=3)[CH:37]=2)[CH2:31][NH:30][C@H:29]([C:32]([O:34][CH3:35])=[O:33])[CH2:28]1.[CH3:50][C:51]([CH3:71])([CH2:68][CH:69]=[CH2:70])[CH2:52][O:53][C:54]([NH:56][C@@H:57]([CH2:61][CH2:62][CH2:63][CH2:64][CH2:65][CH:66]=[CH2:67])[C:58](O)=[O:59])=[O:55].CCN(C(C)C)C(C)C. Product: [CH3:50][C:51]([CH3:71])([CH2:68][CH:69]=[CH2:70])[CH2:52][O:53][C:54]([NH:56][C@@H:57]([CH2:61][CH2:62][CH2:63][CH2:64][CH2:65][CH:66]=[CH2:67])[C:58]([N:30]1[CH2:31][C@:27]([O:26][CH3:25])([C:36]2[CH:45]=[CH:44][C:43]3[C:38](=[CH:39][C:40]([CH:48]=[CH2:49])=[C:41]([O:46][CH3:47])[CH:42]=3)[CH:37]=2)[CH2:28][C@H:29]1[C:32]([O:34][CH3:35])=[O:33])=[O:59])=[O:55]. The catalyst class is: 2. (8) Reactant: [H-].[Na+].[CH3:3][C:4]1[CH:9]=[CH:8][C:7]([NH:10][C:11](=[O:17])[O:12][C:13]([CH3:16])([CH3:15])[CH3:14])=[CH:6][C:5]=1[N+:18]([O-:20])=[O:19].[CH3:21]I. The catalyst class is: 1. Product: [CH3:21][N:10]([C:7]1[CH:8]=[CH:9][C:4]([CH3:3])=[C:5]([N+:18]([O-:20])=[O:19])[CH:6]=1)[C:11](=[O:17])[O:12][C:13]([CH3:16])([CH3:14])[CH3:15]. (9) Reactant: [N:1]1([C:6]2[CH:14]=[CH:13][C:9]([C:10]([OH:12])=O)=[CH:8][N:7]=2)[CH2:5][CH2:4][CH2:3][CH2:2]1.CN([C:18]([O:22]N1N=NC2C=CC=NC1=2)=[N+](C)C)C.F[P-](F)(F)(F)(F)F.C(N([CH:45]([CH3:47])C)CC)(C)C.Cl.C(O[C@@H:52]1[CH2:57][CH2:56][CH2:55][N:54]([CH2:58][C@@H:59]2[CH2:64][CH2:63][CH2:62][CH2:61][C@H:60]2[NH2:65])[CH2:53]1)C. Product: [CH2:45]([O:22][CH2:18][C@@H:52]1[CH2:57][CH2:56][CH2:55][N:54]([CH2:58][C@@H:59]2[CH2:64][CH2:63][CH2:62][CH2:61][C@H:60]2[NH:65][C:10](=[O:12])[C:9]2[CH:13]=[CH:14][C:6]([N:1]3[CH2:2][CH2:3][CH2:4][CH2:5]3)=[N:7][CH:8]=2)[CH2:53]1)[CH3:47]. The catalyst class is: 3.